Dataset: CYP1A2 inhibition data for predicting drug metabolism from PubChem BioAssay. Task: Regression/Classification. Given a drug SMILES string, predict its absorption, distribution, metabolism, or excretion properties. Task type varies by dataset: regression for continuous measurements (e.g., permeability, clearance, half-life) or binary classification for categorical outcomes (e.g., BBB penetration, CYP inhibition). Dataset: cyp1a2_veith. (1) The molecule is O=C(O)[C@@H](Cc1c[nH]c2ccccc12)C(=O)NO. The result is 0 (non-inhibitor). (2) The molecule is CN1CCN(c2ncc3ncc(=O)n(C[C@H]4CCCO4)c3n2)CC1. The result is 1 (inhibitor). (3) The molecule is CNc1ccnc(-c2ccccc2CN(C)C)n1. The result is 1 (inhibitor). (4) The molecule is COc1ccc(C2(C(=O)N3CCOCC3)CCCC2)cc1. The result is 0 (non-inhibitor). (5) The compound is COc1cccc(C2NC(c3cccc(OC)c3O)C(C)C(=O)C2C)c1O. The result is 0 (non-inhibitor). (6) The compound is CN(C)Cc1ccccc1-c1nc(N(C)Cc2ccco2)c2ccccc2n1. The result is 1 (inhibitor).